Dataset: Forward reaction prediction with 1.9M reactions from USPTO patents (1976-2016). Task: Predict the product of the given reaction. Given the reactants [CH3:1][N:2]1[CH2:18][C:16]2=[C:17]3[C:12](=[C:13]([O:19][CH3:20])[CH:14]=[CH:15]2)[O:11][C@@H:10]2[C@:5]3([CH:6]=[CH:7][C@H:8]([OH:21])[CH2:9]2)[CH2:4][CH2:3]1.Cl.N, predict the reaction product. The product is: [CH3:1][N:2]1[CH2:18][C:16]2[CH:15]=[CH:14][C:13]([O:19][CH3:20])=[C:12]3[C:17]=2[C@:5]2([C@@H:10]([O:11]3)[CH2:9][C@@H:8]([OH:21])[CH:7]=[CH:6]2)[CH2:4][CH2:3]1.